From a dataset of Full USPTO retrosynthesis dataset with 1.9M reactions from patents (1976-2016). Predict the reactants needed to synthesize the given product. (1) Given the product [F:35][C:25]1[C:26]([F:34])=[C:27]([C:30]([F:32])([F:31])[F:33])[CH:28]=[CH:29][C:24]=1[C:22]1[S:23][C:19]([CH2:18][O:17][C:14]2[CH:15]=[C:16]3[C:11]([CH:10]=[CH:9][N:8]3[CH2:7][C:6]([OH:37])=[O:5])=[CH:12][CH:13]=2)=[C:20]([CH3:36])[N:21]=1, predict the reactants needed to synthesize it. The reactants are: C([O:5][C:6](=[O:37])[CH2:7][N:8]1[C:16]2[C:11](=[CH:12][CH:13]=[C:14]([O:17][CH2:18][C:19]3[S:23][C:22]([C:24]4[CH:29]=[CH:28][C:27]([C:30]([F:33])([F:32])[F:31])=[C:26]([F:34])[C:25]=4[F:35])=[N:21][C:20]=3[CH3:36])[CH:15]=2)[CH:10]=[CH:9]1)(C)(C)C.[Li+].[OH-]. (2) Given the product [Cl:1][CH2:2][CH2:3][O:4][C:5]1[CH:10]=[CH:9][C:8]([NH2:11])=[CH:7][CH:6]=1, predict the reactants needed to synthesize it. The reactants are: [Cl:1][CH2:2][CH2:3][O:4][C:5]1[CH:10]=[CH:9][C:8]([N+:11]([O-])=O)=[CH:7][CH:6]=1. (3) The reactants are: [OH:1][CH2:2][CH:3]1[CH2:8][CH2:7][CH2:6][CH2:5][N:4]1[C:9]([O:11][C:12]([CH3:15])([CH3:14])[CH3:13])=[O:10].[H-].[Na+].[N+:18]([C:21]1[CH:28]=[CH:27][CH:26]=[C:25]([N+]([O-])=O)[C:22]=1[C:23]#[N:24])([O-:20])=[O:19]. Given the product [C:23]([C:22]1[C:21]([N+:18]([O-:20])=[O:19])=[CH:28][CH:27]=[CH:26][C:25]=1[O:1][CH2:2][CH:3]1[CH2:8][CH2:7][CH2:6][CH2:5][N:4]1[C:9]([O:11][C:12]([CH3:15])([CH3:14])[CH3:13])=[O:10])#[N:24], predict the reactants needed to synthesize it. (4) The reactants are: [C:1]([O:5][C:6](=[O:42])[NH:7][CH:8]([CH2:36][C:37]1[S:38][CH:39]=[CH:40][CH:41]=1)[C:9]([N:11]1[CH2:16][CH2:15][C:14]([C:27](=[O:35])[NH:28][CH:29]2[CH2:34][CH2:33][CH2:32][CH2:31][CH2:30]2)([CH2:17][C:18]2[CH:23]=[CH:22][C:21]([N+:24]([O-])=O)=[CH:20][CH:19]=2)[CH2:13][CH2:12]1)=[O:10])([CH3:4])([CH3:3])[CH3:2].C(O)C.[H][H]. Given the product [C:1]([O:5][C:6](=[O:42])[NH:7][C@@H:8]([CH2:36][C:37]1[S:38][CH:39]=[CH:40][CH:41]=1)[C:9]([N:11]1[CH2:12][CH2:13][C:14]([CH2:17][C:18]2[CH:19]=[CH:20][C:21]([NH2:24])=[CH:22][CH:23]=2)([C:27](=[O:35])[NH:28][CH:29]2[CH2:34][CH2:33][CH2:32][CH2:31][CH2:30]2)[CH2:15][CH2:16]1)=[O:10])([CH3:4])([CH3:2])[CH3:3], predict the reactants needed to synthesize it. (5) The reactants are: [CH2:1]([NH2:12])[CH2:2][CH2:3][CH2:4][CH2:5][CH2:6][CH2:7][CH2:8][CH2:9][CH2:10][NH2:11].[C:13](#[N:16])[CH:14]=[CH2:15]. Given the product [C:13]([CH2:14][CH2:15][N:12]([CH2:3][CH2:2][C:1]#[N:12])[CH2:1][CH2:2][CH2:3][CH2:4][CH2:5][CH2:6][CH2:7][CH2:8][CH2:9][CH2:10][N:11]([CH2:8][CH2:9][C:10]#[N:11])[CH2:15][CH2:14][C:13]#[N:16])#[N:16], predict the reactants needed to synthesize it.